This data is from Drug-target binding data from BindingDB using IC50 measurements. The task is: Regression. Given a target protein amino acid sequence and a drug SMILES string, predict the binding affinity score between them. We predict pIC50 (pIC50 = -log10(IC50 in M); higher means more potent). Dataset: bindingdb_ic50. The small molecule is CC1(C)CC(=O)N(CC(=O)O)c2ccccc2S1. The target protein (P0A6M2) has sequence MLRFLNQCSQGRGAWLLMAFTALALELTALWFQHVMLLKPCVLCIYERCALFGVLGAALIGAIAPKTPLRYVAMVIWLYSAFRGVQLTYEHTMLQLYPSPFATCDFMVRFPEWLPLDKWVPQVFVASGDCAERQWDFLGLEMPQWLLGIFIAYLIVAVLVVISQPFKAKKRDLFGR. The pIC50 is 3.8.